Dataset: Full USPTO retrosynthesis dataset with 1.9M reactions from patents (1976-2016). Task: Predict the reactants needed to synthesize the given product. (1) Given the product [NH2:23][C:20]1[CH:21]=[CH:22][C:17]([O:16][C:14](=[O:15])[CH2:13][CH2:12][C:11]([O:10][C:7]2[CH:6]=[CH:5][C:4]([NH2:1])=[CH:9][CH:8]=2)=[O:26])=[CH:18][CH:19]=1, predict the reactants needed to synthesize it. The reactants are: [N+:1]([C:4]1[CH:9]=[CH:8][C:7]([O:10][C:11](=[O:26])[CH2:12][CH2:13][C:14]([O:16][C:17]2[CH:22]=[CH:21][C:20]([N+:23]([O-])=O)=[CH:19][CH:18]=2)=[O:15])=[CH:6][CH:5]=1)([O-])=O. (2) Given the product [CH3:1][C:2]1([C:12]2[CH:17]=[CH:16][C:15]([O:18][CH2:19][C:20]3[C:29]4[C:24](=[CH:25][CH:26]=[CH:27][CH:28]=4)[N:23]=[C:22]([CH3:30])[CH:21]=3)=[CH:14][CH:13]=2)[CH2:6][CH2:5][N:4]([CH:7]([CH:40]2[NH:36][C:31](=[O:34])[NH:35][C:41]2=[O:42])[CH3:10])[C:3]1=[O:11], predict the reactants needed to synthesize it. The reactants are: [CH3:1][C:2]1([C:12]2[CH:17]=[CH:16][C:15]([O:18][CH2:19][C:20]3[C:29]4[C:24](=[CH:25][CH:26]=[CH:27][CH:28]=4)[N:23]=[C:22]([CH3:30])[CH:21]=3)=[CH:14][CH:13]=2)[CH2:6][CH2:5][N:4]([CH:7]([CH3:10])C=O)[C:3]1=[O:11].[C:31](=[O:34])([O-])[O-].[NH4+:35].[NH4+:36].[C-]#N.[K+].[CH3:40][CH2:41][OH:42]. (3) Given the product [S:21]1[CH2:20][CH2:19][C@H:23]([CH2:24][CH2:25][CH2:26][CH2:27][C:28]([NH:2][CH2:3][CH2:4][S:5][S:6][CH2:7][CH2:8][NH:9][C:10](=[O:18])[C:11]2[CH:16]=[CH:15][CH:14]=[CH:13][C:12]=2[OH:17])=[O:29])[S:22]1, predict the reactants needed to synthesize it. The reactants are: Cl.[NH2:2][CH2:3][CH2:4][S:5][S:6][CH2:7][CH2:8][NH:9][C:10](=[O:18])[C:11]1[CH:16]=[CH:15][CH:14]=[CH:13][C:12]=1[OH:17].[CH2:19]1[C@@H:23]([CH2:24][CH2:25][CH2:26][CH2:27][C:28](O)=[O:29])[S:22][S:21][CH2:20]1.CN(C(ON1N=NC2C=CC=NC1=2)=[N+](C)C)C.F[P-](F)(F)(F)(F)F.CCN(C(C)C)C(C)C. (4) Given the product [CH3:1][O:2][C:3]1[CH:4]=[C:5]([CH:11]2[CH2:16][CH:15]([C:17]([F:20])([F:18])[F:19])[N:14]3[N:21]=[C:22]([C:24]4[CH:25]=[C:26]([CH:30]=[CH:31][CH:32]=4)[C:27]([N:38]4[CH2:39][C@@H:34]([CH3:33])[CH2:35][C@@H:36]([NH:40][C:41](=[O:47])[O:42][C:43]([CH3:46])([CH3:45])[CH3:44])[CH2:37]4)=[O:28])[CH:23]=[C:13]3[NH:12]2)[CH:6]=[CH:7][C:8]=1[O:9][CH3:10], predict the reactants needed to synthesize it. The reactants are: [CH3:1][O:2][C:3]1[CH:4]=[C:5]([CH:11]2[CH2:16][CH:15]([C:17]([F:20])([F:19])[F:18])[N:14]3[N:21]=[C:22]([C:24]4[CH:25]=[C:26]([CH:30]=[CH:31][CH:32]=4)[C:27](O)=[O:28])[CH:23]=[C:13]3[NH:12]2)[CH:6]=[CH:7][C:8]=1[O:9][CH3:10].[CH3:33][C@@H:34]1[CH2:39][NH:38][CH2:37][C@H:36]([NH:40][C:41](=[O:47])[O:42][C:43]([CH3:46])([CH3:45])[CH3:44])[CH2:35]1. (5) Given the product [ClH:17].[C:1]([O:4][C:5]1[CH:6]=[C:7]2[C:12](=[CH:13][C:14]=1[O:15][CH3:16])[N:11]=[CH:10][N:9]=[C:8]2[NH:26][C:22]1[CH:23]=[CH:24][CH:25]=[C:20]([C:18]#[CH:19])[CH:21]=1)(=[O:3])[CH3:2], predict the reactants needed to synthesize it. The reactants are: [C:1]([O:4][C:5]1[CH:6]=[C:7]2[C:12](=[CH:13][C:14]=1[O:15][CH3:16])[N:11]=[CH:10][N:9]=[C:8]2[Cl:17])(=[O:3])[CH3:2].[C:18]([C:20]1[CH:21]=[C:22]([NH2:26])[CH:23]=[CH:24][CH:25]=1)#[CH:19]. (6) Given the product [C:6]([C:8]1[C:16]2[C:11](=[CH:12][CH:13]=[C:14]([CH2:17][CH2:18][NH:19][C:20](=[O:34])[C:21]3[CH:26]=[CH:25][C:24]([C:27]4[CH:32]=[CH:31][N:30]=[C:29]([NH:5][CH2:4][CH:1]5[CH2:3][CH2:2]5)[N:28]=4)=[CH:23][CH:22]=3)[CH:15]=2)[NH:10][CH:9]=1)#[N:7], predict the reactants needed to synthesize it. The reactants are: [CH:1]1([CH2:4][NH2:5])[CH2:3][CH2:2]1.[C:6]([C:8]1[C:16]2[C:11](=[CH:12][CH:13]=[C:14]([CH2:17][CH2:18][NH:19][C:20](=[O:34])[C:21]3[CH:26]=[CH:25][C:24]([C:27]4[CH:32]=[CH:31][N:30]=[C:29](Cl)[N:28]=4)=[CH:23][CH:22]=3)[CH:15]=2)[NH:10][CH:9]=1)#[N:7]. (7) Given the product [C:1]([O:5][C:6](=[O:27])[C@@H:7]([N:10]([CH2:19][C:20]([O:22][C:23]([CH3:26])([CH3:25])[CH3:24])=[O:21])[CH2:11][C:12]([O:14][C:15]([CH3:18])([CH3:16])[CH3:17])=[O:13])[CH2:8][O:9][C:37](=[O:42])[CH2:38][CH2:39][CH:40]=[CH2:41])([CH3:2])([CH3:3])[CH3:4], predict the reactants needed to synthesize it. The reactants are: [C:1]([O:5][C:6](=[O:27])[C@@H:7]([N:10]([CH2:19][C:20]([O:22][C:23]([CH3:26])([CH3:25])[CH3:24])=[O:21])[CH2:11][C:12]([O:14][C:15]([CH3:18])([CH3:17])[CH3:16])=[O:13])[CH2:8][OH:9])([CH3:4])([CH3:3])[CH3:2].C(N(C(C)C)CC)(C)C.[C:37](O[C:37](=[O:42])[CH2:38][CH2:39][CH:40]=[CH2:41])(=[O:42])[CH2:38][CH2:39][CH:40]=[CH2:41].